Dataset: Full USPTO retrosynthesis dataset with 1.9M reactions from patents (1976-2016). Task: Predict the reactants needed to synthesize the given product. (1) Given the product [CH3:2][NH:3][C:4]1([C:14]2[S:15][CH:16]=[CH:17][CH:18]=2)[CH2:13][CH2:12][C:7](=[O:8])[CH2:6][CH2:5]1, predict the reactants needed to synthesize it. The reactants are: Cl.[CH3:2][NH:3][C:4]1([C:14]2[S:15][CH:16]=[CH:17][CH:18]=2)[CH2:13][CH2:12][C:7]2(OCC[O:8]2)[CH2:6][CH2:5]1. (2) Given the product [O:8]=[C:5]1[CH2:6][CH2:7][N:1]([C:9]([O:11][C:12]([CH3:15])([CH3:14])[CH3:13])=[O:10])[CH2:2][CH2:3][NH:4]1, predict the reactants needed to synthesize it. The reactants are: [NH:1]1[CH2:7][CH2:6][C:5](=[O:8])[NH:4][CH2:3][CH2:2]1.[C:9](O[C:9]([O:11][C:12]([CH3:15])([CH3:14])[CH3:13])=[O:10])([O:11][C:12]([CH3:15])([CH3:14])[CH3:13])=[O:10]. (3) Given the product [Cl:15][C:16]1[N:21]2[N:22]=[C:23]([C:30]3[CH:31]=[CH:32][C:33]([F:36])=[CH:34][CH:35]=3)[C:24]([C:25]3[C:26]([CH3:28])=[CH:27][N:10]=[C:8]([NH:7][CH:2]4[CH2:6][CH2:5][CH2:4][CH2:3]4)[N:9]=3)=[C:20]2[CH:19]=[CH:18][CH:17]=1, predict the reactants needed to synthesize it. The reactants are: Cl.[CH:2]1([NH:7][C:8]([NH2:10])=[NH:9])[CH2:6][CH2:5][CH2:4][CH2:3]1.[O-]CC.[Na+].[Cl:15][C:16]1[N:21]2[N:22]=[C:23]([C:30]3[CH:35]=[CH:34][C:33]([F:36])=[CH:32][CH:31]=3)[C:24]([C:25](=O)[C:26]([CH3:28])=[CH2:27])=[C:20]2[CH:19]=[CH:18][CH:17]=1. (4) The reactants are: [Cl:1][C:2]1[CH:7]=[CH:6][C:5]([N:8]=[C:9]=[O:10])=[CH:4][CH:3]=1.[N:11]1([C:16]2[CH:17]=[C:18]([CH:20]=[CH:21][CH:22]=2)[NH2:19])[CH:15]=[CH:14][CH:13]=[CH:12]1. Given the product [Cl:1][C:2]1[CH:7]=[CH:6][C:5]([NH:8][C:9]([NH:19][C:18]2[CH:20]=[CH:21][CH:22]=[C:16]([N:11]3[CH:15]=[CH:14][CH:13]=[CH:12]3)[CH:17]=2)=[O:10])=[CH:4][CH:3]=1, predict the reactants needed to synthesize it.